Predict the reaction yield, written as a fraction of the theoretical maximum amount of product (1.0 means a 100% yield; for example, 0.34 means a 34% yield). From a dataset of Reaction yield outcomes from USPTO patents with 853,638 reactions. (1) The reactants are Br[C:2]1[C:7]2=[N:8][C:9]([C:12]([NH2:14])=[O:13])=[CH:10][N:11]=[C:6]2[CH:5]=[N:4][CH:3]=1.[OH:15][CH2:16][C:17]1[CH:22]=[CH:21][C:20](B(O)O)=[CH:19][CH:18]=1.C(=O)([O-])[O-].[Cs+].[Cs+].O1CCOCC1. The catalyst is C1(P([C-]2C=CC=C2)C2C=CC=CC=2)C=CC=CC=1.[C-]1(P(C2C=CC=CC=2)C2C=CC=CC=2)C=CC=C1.[Fe+2].[Pd](Cl)Cl.O. The product is [OH:15][CH2:16][C:17]1[CH:22]=[CH:21][C:20]([C:2]2[C:7]3=[N:8][C:9]([C:12]([NH2:14])=[O:13])=[CH:10][N:11]=[C:6]3[CH:5]=[N:4][CH:3]=2)=[CH:19][CH:18]=1. The yield is 0.330. (2) The reactants are [Cl:1][C:2]1[CH:17]=[CH:16][C:5]([O:6][C:7]2[CH:14]=[CH:13][C:10]([C:11]#[N:12])=[CH:9][C:8]=2[F:15])=[C:4]([F:18])[CH:3]=1. The product is [Cl:1][C:2]1[CH:17]=[CH:16][C:5]([O:6][C:7]2[CH:14]=[CH:13][C:10]([CH2:11][NH2:12])=[CH:9][C:8]=2[F:15])=[C:4]([F:18])[CH:3]=1. The yield is 0.990. The catalyst is N.[Ni]. (3) The reactants are [CH:1]1([C:7]2[CH:12]=[CH:11][C:10]([CH3:13])=[CH:9][C:8]=2[OH:14])[CH2:6][CH2:5][CH2:4][CH2:3][CH2:2]1.[F:15][C:16]1[CH:17]=[C:18]([CH:28]([NH:30][C:31]([C:33]2[N:34]=[C:35](Cl)[O:36][CH:37]=2)=[O:32])[CH3:29])[CH:19]=[C:20]([F:27])[C:21]=1[NH:22][S:23]([CH3:26])(=[O:25])=[O:24].C([O-])([O-])=O.[K+].[K+]. No catalyst specified. The product is [F:27][C:20]1[CH:19]=[C:18]([CH:28]([NH:30][C:31]([C:33]2[N:34]=[C:35]([O:14][C:8]3[CH:9]=[C:10]([CH3:13])[CH:11]=[CH:12][C:7]=3[CH:1]3[CH2:2][CH2:3][CH2:4][CH2:5][CH2:6]3)[O:36][CH:37]=2)=[O:32])[CH3:29])[CH:17]=[C:16]([F:15])[C:21]=1[NH:22][S:23]([CH3:26])(=[O:25])=[O:24]. The yield is 0.710.